Dataset: Reaction yield outcomes from USPTO patents with 853,638 reactions. Task: Predict the reaction yield, written as a fraction of the theoretical maximum amount of product (1.0 means a 100% yield; for example, 0.34 means a 34% yield). The reactants are Br[C:2]1[CH:3]=[C:4]([F:9])[CH:5]=[C:6]([Br:8])[CH:7]=1.C([Li])CCC.CN([CH:18]=[O:19])C. The catalyst is C(OCC)C. The product is [F:9][C:4]1[CH:3]=[C:2]([CH:7]=[C:6]([Br:8])[CH:5]=1)[CH:18]=[O:19]. The yield is 1.00.